This data is from Reaction yield outcomes from USPTO patents with 853,638 reactions. The task is: Predict the reaction yield, written as a fraction of the theoretical maximum amount of product (1.0 means a 100% yield; for example, 0.34 means a 34% yield). (1) The reactants are [CH2:1]([O:3][C:4]1[CH:9]=[CH:8][N:7]([C:10]2[CH:15]=[CH:14][C:13]([F:16])=[CH:12][CH:11]=2)[C:6](=[O:17])[C:5]=1[C:18]([OH:20])=O)[CH3:2].O=S(Cl)[Cl:23]. The catalyst is C1(C)C=CC=CC=1.CN(C=O)C. The product is [CH2:1]([O:3][C:4]1[CH:9]=[CH:8][N:7]([C:10]2[CH:15]=[CH:14][C:13]([F:16])=[CH:12][CH:11]=2)[C:6](=[O:17])[C:5]=1[C:18]([Cl:23])=[O:20])[CH3:2]. The yield is 1.00. (2) The reactants are [N+:1]([C:4]1[CH:9]=[CH:8][C:7]([S:10]([O:13][CH2:14][C:15]([CH3:32])([C:17]2[O:21][N:20]=[C:19]([NH:22]C(OC3C=CC=CC=3)=O)[CH:18]=2)[CH3:16])(=[O:12])=[O:11])=[CH:6][CH:5]=1)([O-:3])=[O:2].[O-2].[Mg+2].O1CCOCC1. The catalyst is O. The product is [N+:1]([C:4]1[CH:9]=[CH:8][C:7]([S:10]([O:13][CH2:14][C:15]([C:17]2[O:21][N:20]=[C:19]([NH2:22])[CH:18]=2)([CH3:16])[CH3:32])(=[O:11])=[O:12])=[CH:6][CH:5]=1)([O-:3])=[O:2]. The yield is 0.690.